Dataset: Forward reaction prediction with 1.9M reactions from USPTO patents (1976-2016). Task: Predict the product of the given reaction. Given the reactants [C:1]([C:5]1[CH:23]=[CH:22][C:8]([C:9]([NH:11][C:12]2[N:13]=[C:14]3[CH:19]=[CH:18][C:17](I)=[N:16][N:15]3[CH:21]=2)=[O:10])=[CH:7][CH:6]=1)([CH3:4])([CH3:3])[CH3:2].[CH3:24][N:25]1[CH:29]=[C:28](B2OC(C)(C)C(C)(C)O2)[CH:27]=[N:26]1.C(=O)([O-])[O-].[Na+].[Na+].C1(P(C2C=CC=CC=2)C2C=CC=CC=2)C=CC=CC=1, predict the reaction product. The product is: [C:1]([C:5]1[CH:23]=[CH:22][C:8]([C:9]([NH:11][C:12]2[N:13]=[C:14]3[CH:19]=[CH:18][C:17]([C:28]4[CH:27]=[N:26][N:25]([CH3:24])[CH:29]=4)=[N:16][N:15]3[CH:21]=2)=[O:10])=[CH:7][CH:6]=1)([CH3:4])([CH3:3])[CH3:2].